This data is from Catalyst prediction with 721,799 reactions and 888 catalyst types from USPTO. The task is: Predict which catalyst facilitates the given reaction. (1) The catalyst class is: 7. Product: [C:23]([O:22][C:20](=[O:21])[C@@H:19]([N:18]1[C@H:17]([C:27]2[CH:32]=[CH:31][CH:30]=[CH:29][CH:28]=2)[CH2:16][O:15][CH:14]1[CH:1]([C:2]1[CH:7]=[CH:6][CH:5]=[CH:4][CH:3]=1)[C:8]1[CH:9]=[CH:10][CH:11]=[CH:12][CH:13]=1)[C@@H:41]([OH:45])[CH:42]([CH3:44])[CH3:43])([CH3:26])([CH3:24])[CH3:25]. Reactant: [CH:1]([CH:14]1[N:18]([CH2:19][C:20]([O:22][C:23]([CH3:26])([CH3:25])[CH3:24])=[O:21])[C@H:17]([C:27]2[CH:32]=[CH:31][CH:30]=[CH:29][CH:28]=2)[CH2:16][O:15]1)([C:8]1[CH:13]=[CH:12][CH:11]=[CH:10][CH:9]=1)[C:2]1[CH:7]=[CH:6][CH:5]=[CH:4][CH:3]=1.C([N-]C(C)C)(C)C.[Li+].[CH:41](=[O:45])[CH:42]([CH3:44])[CH3:43].C(=O)(O)[O-].[Na+]. (2) Reactant: C([O:8][C:9]([C:11]1[CH:12]=[C:13]([CH:17]2[C:26]([CH3:28])([CH3:27])[CH2:25][C:24]3[C:19](=[CH:20][CH:21]=[C:22]([C:29]([O:31][CH3:32])=[O:30])[CH:23]=3)[NH:18]2)[CH:14]=[CH:15][CH:16]=1)=[O:10])C1C=CC=CC=1.C(OCC)(=O)C. Product: [CH3:32][O:31][C:29]([C:22]1[CH:23]=[C:24]2[C:19](=[CH:20][CH:21]=1)[NH:18][CH:17]([C:13]1[CH:12]=[C:11]([CH:16]=[CH:15][CH:14]=1)[C:9]([OH:10])=[O:8])[C:26]([CH3:28])([CH3:27])[CH2:25]2)=[O:30]. The catalyst class is: 541. (3) Reactant: [C:1]([C:5]1[CH:10]=[CH:9][C:8]([C:11]2[CH:16]=[C:15](Cl)[N:14]=[CH:13][N:12]=2)=[CH:7][CH:6]=1)([CH3:4])([CH3:3])[CH3:2].[OH:18][C:19]1[CH:20]=[C:21]2[C:25](=[CH:26][CH:27]=1)[NH:24][CH:23]=[CH:22]2.[OH-].[Na+]. Product: [C:1]([C:5]1[CH:10]=[CH:9][C:8]([C:11]2[N:12]=[CH:13][N:14]=[C:15]([O:18][C:19]3[CH:20]=[C:21]4[C:25](=[CH:26][CH:27]=3)[NH:24][CH:23]=[CH:22]4)[CH:16]=2)=[CH:7][CH:6]=1)([CH3:4])([CH3:3])[CH3:2]. The catalyst class is: 12. (4) The catalyst class is: 37. Product: [NH2:50][C@@H:44]1[C:43]([F:51])([F:42])[CH2:48][CH2:47][CH2:46][C@@H:45]1[NH:49][C:11]1[N:16]=[C:15]([NH:17][C:18]2[CH:19]=[C:20]([CH3:24])[CH:21]=[CH:22][CH:23]=2)[C:14]([C:25]([NH2:27])=[O:26])=[CH:13][N:12]=1. Reactant: N1(O[C:11]2[N:16]=[C:15]([NH:17][C:18]3[CH:19]=[C:20]([CH3:24])[CH:21]=[CH:22][CH:23]=3)[C:14]([C:25]([NH2:27])=[O:26])=[CH:13][N:12]=2)C2C=CC=CC=2N=N1.OC(C(F)(F)F)=O.OC(C(F)(F)F)=O.[F:42][C:43]1([F:51])[CH2:48][CH2:47][CH2:46][C@H:45]([NH2:49])[C@@H:44]1[NH2:50].CCN(C(C)C)C(C)C. (5) Reactant: C[O:2][C:3]1[C:8]2[C:9]([C:18]3[CH:25]=[CH:24][C:21]([C:22]#[N:23])=[CH:20][CH:19]=3)=[CH:10][N:11]([CH:12]([CH2:16][CH3:17])[CH2:13][O:14][CH3:15])[C:7]=2[CH:6]=[CH:5][N:4]=1.[I-].[Na+].Cl[Si](C)(C)C.C(=O)([O-])O.[Na+]. Product: [CH3:15][O:14][CH2:13][CH:12]([N:11]1[C:7]2[CH:6]=[CH:5][NH:4][C:3](=[O:2])[C:8]=2[C:9]([C:18]2[CH:19]=[CH:20][C:21]([C:22]#[N:23])=[CH:24][CH:25]=2)=[CH:10]1)[CH2:16][CH3:17]. The catalyst class is: 10. (6) Reactant: CO[C:3]([C:5]1[CH:10]=[C:9]([NH2:11])[CH:8]=[C:7]([C:12]([O:14]C)=O)[CH:6]=1)=[O:4].[NH2:16][CH:17]([CH2:20][OH:21])[CH2:18][OH:19]. Product: [NH2:11][C:9]1[CH:10]=[C:5]([C:3]([NH:16][CH:17]([CH2:20][OH:21])[CH2:18][OH:19])=[O:4])[CH:6]=[C:7]([C:12]([NH:16][CH:17]([CH2:20][OH:21])[CH2:18][OH:19])=[O:14])[CH:8]=1. The catalyst class is: 5. (7) Reactant: [NH2:1][CH2:2][C:3]1([NH:9][C:10](=[O:19])[O:11][CH2:12][C:13]2[CH:18]=[CH:17][CH:16]=[CH:15][CH:14]=2)[CH2:8][CH2:7][CH2:6][CH2:5][CH2:4]1.[C:20](O[C:20]([O:22][C:23]([CH3:26])([CH3:25])[CH3:24])=[O:21])([O:22][C:23]([CH3:26])([CH3:25])[CH3:24])=[O:21].C(OCC)(=O)C.O. Product: [CH2:12]([O:11][C:10]([NH:9][C:3]1([CH2:2][NH:1][C:20](=[O:21])[O:22][C:23]([CH3:26])([CH3:25])[CH3:24])[CH2:8][CH2:7][CH2:6][CH2:5][CH2:4]1)=[O:19])[C:13]1[CH:14]=[CH:15][CH:16]=[CH:17][CH:18]=1. The catalyst class is: 1.